Dataset: Catalyst prediction with 721,799 reactions and 888 catalyst types from USPTO. Task: Predict which catalyst facilitates the given reaction. (1) Reactant: [F:1][C:2]([F:12])([F:11])[C:3]1[C:4]([Cl:10])=[N:5][C:6](Cl)=[N:7][CH:8]=1.[F:13][C:14]([F:25])([F:24])[O:15][C:16]1[CH:23]=[CH:22][CH:21]=[CH:20][C:17]=1[CH2:18][NH2:19].CCN(C(C)C)C(C)C. Product: [Cl:10][C:4]1[C:3]([C:2]([F:12])([F:11])[F:1])=[CH:8][N:7]=[C:6]([NH:19][CH2:18][C:17]2[CH:20]=[CH:21][CH:22]=[CH:23][C:16]=2[O:15][C:14]([F:13])([F:24])[F:25])[N:5]=1. The catalyst class is: 31. (2) Reactant: [NH2:1][C:2]1[S:3][CH:4]=[CH:5][C:6]=1[C:7]([NH2:9])=[O:8].[C:10](Cl)(=[O:17])[C:11]1[CH:16]=[CH:15][CH:14]=[N:13][CH:12]=1. Product: [C:7]([C:6]1[CH:5]=[CH:4][S:3][C:2]=1[NH:1][C:10](=[O:17])[C:11]1[CH:16]=[CH:15][CH:14]=[N:13][CH:12]=1)(=[O:8])[NH2:9]. The catalyst class is: 1. (3) Reactant: Cl.[CH3:2][N:3]1[CH2:8][CH2:7][N:6]([S:9](Cl)(=[O:11])=[O:10])[CH2:5][CH2:4]1.Cl.[F:14][C:15]1[CH:20]=[CH:19][C:18]([NH:21][C:22]([NH:24][O:25][CH:26]2[CH2:31][CH2:30][NH:29][CH2:28][CH2:27]2)=[O:23])=[CH:17][CH:16]=1.C([O-])([O-])=O.[K+].[K+]. Product: [F:14][C:15]1[CH:20]=[CH:19][C:18]([NH:21][C:22]([NH:24][O:25][CH:26]2[CH2:31][CH2:30][N:29]([S:9]([N:6]3[CH2:7][CH2:8][N:3]([CH3:2])[CH2:4][CH2:5]3)(=[O:11])=[O:10])[CH2:28][CH2:27]2)=[O:23])=[CH:17][CH:16]=1. The catalyst class is: 127. (4) Reactant: [F:1][C:2]1[CH:3]=[C:4]([C:8](=O)[CH2:9][C:10]#[N:11])[CH:5]=[CH:6][CH:7]=1.[NH2:13][C:14]1[CH:19]=[CH:18][N:17]=[CH:16][C:15]=1[CH:20]=O.N1CCCCC1.C(Cl)Cl. Product: [F:1][C:2]1[CH:3]=[C:4]([C:8]2[C:9]([C:10]#[N:11])=[CH:20][C:15]3[C:14](=[CH:19][CH:18]=[N:17][CH:16]=3)[N:13]=2)[CH:5]=[CH:6][CH:7]=1. The catalyst class is: 25. (5) The catalyst class is: 95. Reactant: [C:1]1([N:7]2[C:11]([C:12]([OH:14])=O)=[CH:10][N:9]=[N:8]2)[CH:6]=[CH:5][CH:4]=[CH:3][CH:2]=1.C(N(CC)CC)C.C(OC(Cl)=O)C.[N-:28]=[N+:29]=[N-:30].[Na+]. Product: [N:28]([C:12]([C:11]1[N:7]([C:1]2[CH:2]=[CH:3][CH:4]=[CH:5][CH:6]=2)[N:8]=[N:9][CH:10]=1)=[O:14])=[N+:29]=[N-:30].